This data is from Full USPTO retrosynthesis dataset with 1.9M reactions from patents (1976-2016). The task is: Predict the reactants needed to synthesize the given product. (1) Given the product [F:24][C:19]1[CH:20]=[CH:21][CH:22]=[CH:23][C:18]=1[CH2:17][N:10]1[C:11]2=[N:12][CH:13]=[CH:14][CH:15]=[C:16]2[C:8]([C:5]2[N:6]=[N:7][C:2]([C:30]3[CH:29]=[N:28][N:27]([CH3:26])[CH:31]=3)=[C:3]([NH2:25])[N:4]=2)=[N:9]1, predict the reactants needed to synthesize it. The reactants are: Cl[C:2]1[N:7]=[N:6][C:5]([C:8]2[C:16]3[C:11](=[N:12][CH:13]=[CH:14][CH:15]=3)[N:10]([CH2:17][C:18]3[CH:23]=[CH:22][CH:21]=[CH:20][C:19]=3[F:24])[N:9]=2)=[N:4][C:3]=1[NH2:25].[CH3:26][N:27]1[CH:31]=[C:30](B2OC(C)(C)C(C)(C)O2)[CH:29]=[N:28]1.C(=O)([O-])[O-].[K+].[K+].C1(P(C2CCCCC2)C2CCCCC2)CCCCC1. (2) Given the product [CH3:24][O:23][C:9]1[CH:10]=[C:11]([C:14]2[O:15][C:16]3[CH:22]=[CH:21][CH:20]=[CH:19][C:17]=3[N:18]=2)[CH:12]=[CH:13][C:8]=1[C:6]1[CH:5]=[CH:4][C:3]([CH3:25])=[CH:2][N:7]=1, predict the reactants needed to synthesize it. The reactants are: Br[C:2]1[N:7]=[C:6]([C:8]2[CH:13]=[CH:12][C:11]([C:14]3[O:15][C:16]4[CH:22]=[CH:21][CH:20]=[CH:19][C:17]=4[N:18]=3)=[CH:10][C:9]=2[O:23][CH3:24])[CH:5]=[CH:4][CH:3]=1.[CH3:25]OC1C=C(C2OC3C=CC=CC=3N=2)C=CC=1B1OC(C)(C)C(C)(C)O1.BrC1C(C)=CC=CN=1. (3) Given the product [CH3:1][O:2][C:3]([C:5]1[N:9]=[CH:8][N:7]([C:15]2[CH:14]=[C:13]3[C:18](=[CH:17][CH:16]=2)[NH:10][CH:11]=[CH:12]3)[N:6]=1)=[O:4], predict the reactants needed to synthesize it. The reactants are: [CH3:1][O:2][C:3]([C:5]1[N:9]=[CH:8][NH:7][N:6]=1)=[O:4].[NH:10]1[C:18]2[C:13](=[CH:14][C:15](B(O)O)=[CH:16][CH:17]=2)[CH:12]=[CH:11]1.C([O-])(=O)C.N1C=CC=CC=1. (4) Given the product [CH3:1][O:2][C:3]1[CH:4]=[C:5]2[CH2:14][CH:13]([CH2:15][CH:16]3[CH2:17][CH2:18][N:19]([CH2:22][C:23]4[CH:28]=[CH:27][CH:26]=[CH:25][CH:24]=4)[CH2:20][CH2:21]3)[C:11](=[O:12])[C:6]2=[CH:7][C:8]=1[O:9][CH3:10].[BrH:29], predict the reactants needed to synthesize it. The reactants are: [CH3:1][O:2][C:3]1[CH:4]=[C:5]2[CH2:14][CH:13]([CH2:15][CH:16]3[CH2:21][CH2:20][N:19]([CH2:22][C:23]4[CH:24]=[CH:25][CH:26]=[CH:27][CH:28]=4)[CH2:18][CH2:17]3)[C:11](=[O:12])[C:6]2=[CH:7][C:8]=1[O:9][CH3:10].[BrH:29]. (5) The reactants are: CN(OC)[C:3](=[O:15])[CH2:4][CH:5]([C:9]1[CH:14]=[CH:13][CH:12]=[CH:11][CH:10]=1)[CH:6]([CH3:8])[CH3:7].[H-].C([Al+]CC(C)C)C(C)C.C1(C)C=CC=CC=1.CO. Given the product [CH3:7][CH:6]([CH3:8])[CH:5]([C:9]1[CH:14]=[CH:13][CH:12]=[CH:11][CH:10]=1)[CH2:4][CH:3]=[O:15], predict the reactants needed to synthesize it. (6) Given the product [CH2:14]([O:16][C:17](=[O:18])[CH:19]=[CH:12][C:5]1[NH:6][C:7]2[C:3]([CH:4]=1)=[C:2]([Br:1])[CH:10]=[C:9]([F:11])[CH:8]=2)[CH3:15], predict the reactants needed to synthesize it. The reactants are: [Br:1][C:2]1[CH:10]=[C:9]([F:11])[CH:8]=[C:7]2[C:3]=1[CH:4]=[C:5]([CH:12]=O)[NH:6]2.[CH2:14]([O:16][C:17]([CH:19]=P(C1C=CC=CC=1)(C1C=CC=CC=1)C1C=CC=CC=1)=[O:18])[CH3:15].